Dataset: Full USPTO retrosynthesis dataset with 1.9M reactions from patents (1976-2016). Task: Predict the reactants needed to synthesize the given product. The reactants are: C([O:8][C:9]1[CH:36]=[C:35]([N:37]2[CH:41]=[CH:40][CH:39]=[N:38]2)[CH:34]=[CH:33][C:10]=1[C:11]([NH:13][C:14]1[CH:26]=[C:25]([C:27]2[CH:32]=[CH:31][CH:30]=[CH:29][CH:28]=2)[CH:24]=[CH:23][C:15]=1[C:16]([O:18][C:19]([CH3:22])([CH3:21])[CH3:20])=[O:17])=[O:12])C1C=CC=CC=1.O1CCOCC1.C(Cl)(Cl)Cl. Given the product [OH:8][C:9]1[CH:36]=[C:35]([N:37]2[CH:41]=[CH:40][CH:39]=[N:38]2)[CH:34]=[CH:33][C:10]=1[C:11]([NH:13][C:14]1[CH:26]=[C:25]([C:27]2[CH:32]=[CH:31][CH:30]=[CH:29][CH:28]=2)[CH:24]=[CH:23][C:15]=1[C:16]([O:18][C:19]([CH3:22])([CH3:21])[CH3:20])=[O:17])=[O:12], predict the reactants needed to synthesize it.